From a dataset of Full USPTO retrosynthesis dataset with 1.9M reactions from patents (1976-2016). Predict the reactants needed to synthesize the given product. Given the product [CH3:25][NH:17][CH2:16][CH2:15][O:14][C:13]1[CH:12]=[CH:11][C:10]([C:8]([C:5]2[N:6]=[CH:7][C:2]([OH:1])=[CH:3][CH:4]=2)=[C:28]([C:32]2[CH:37]=[CH:36][CH:35]=[CH:34][CH:33]=2)[CH2:29][CH3:30])=[CH:27][CH:26]=1, predict the reactants needed to synthesize it. The reactants are: [OH:1][C:2]1[CH:3]=[CH:4][C:5]([C:8]([C:10]2[CH:27]=[CH:26][C:13]([O:14][CH2:15][CH2:16][N:17]([CH3:25])C(=O)OC(C)(C)C)=[CH:12][CH:11]=2)=O)=[N:6][CH:7]=1.[C:28]([C:32]1[CH:37]=[CH:36][CH:35]=[CH:34][CH:33]=1)(=O)[CH2:29][CH3:30].